Task: Predict the product of the given reaction.. Dataset: Forward reaction prediction with 1.9M reactions from USPTO patents (1976-2016) (1) Given the reactants FC(F)(F)C(O)=O.[Si]([O:15][CH2:16][C:17]([O:19][C@H:20]1[C@@H:24]([OH:25])[C@H:23]([N:26]2[CH:34]=[N:33][C:32]3[C:27]2=[N:28][CH:29]=[N:30][C:31]=3[NH2:35])[O:22][C@@H:21]1[CH2:36][O:37][P:38]([O:41][C@H:42]1[CH2:46][C@H:45]([N:47]2[CH:52]=[CH:51][C:50]([NH2:53])=[N:49][C:48]2=[O:54])[O:44][C@@H:43]1[CH2:55][O:56][P:57]([OH:60])([OH:59])=[O:58])([OH:40])=[O:39])=[O:18])(C(C)(C)C)(C)C, predict the reaction product. The product is: [OH:15][CH2:16][C:17]([O:19][C@H:20]1[C@@H:24]([OH:25])[C@H:23]([N:26]2[CH:34]=[N:33][C:32]3[C:27]2=[N:28][CH:29]=[N:30][C:31]=3[NH2:35])[O:22][C@@H:21]1[CH2:36][O:37][P:38]([O:41][C@H:42]1[CH2:46][C@H:45]([N:47]2[CH:52]=[CH:51][C:50]([NH2:53])=[N:49][C:48]2=[O:54])[O:44][C@@H:43]1[CH2:55][O:56][P:57]([OH:59])([OH:60])=[O:58])([OH:40])=[O:39])=[O:18]. (2) Given the reactants [I:1][C:2]1[CH:11]=[N:10][C:5]2[NH:6][CH2:7][CH2:8][NH:9][C:4]=2[CH:3]=1.[C:12](Cl)(=[O:19])[C:13]1[CH:18]=[CH:17][CH:16]=[CH:15][CH:14]=1, predict the reaction product. The product is: [I:1][C:2]1[CH:11]=[N:10][C:5]2[NH:6][CH2:7][CH2:8][N:9]([C:12]([C:13]3[CH:18]=[CH:17][CH:16]=[CH:15][CH:14]=3)=[O:19])[C:4]=2[CH:3]=1. (3) Given the reactants [CH2:1]([O:8][C:9]1[CH:14]=[CH:13][C:12]([F:15])=[CH:11][C:10]=1[C:16]1[C:25]([CH2:26][NH2:27])=[CH:24][C:23]2[C:18](=[C:19]([Cl:28])[CH:20]=[CH:21][CH:22]=2)[N:17]=1)[C:2]1[CH:7]=[CH:6][CH:5]=[CH:4][CH:3]=1.Cl[C:30]1[N:38]=[CH:37][N:36]=[C:35]2[C:31]=1[NH:32][CH:33]=[N:34]2.CCN(C(C)C)C(C)C, predict the reaction product. The product is: [CH2:1]([O:8][C:9]1[CH:14]=[CH:13][C:12]([F:15])=[CH:11][C:10]=1[C:16]1[C:25]([CH2:26][NH:27][C:30]2[N:38]=[CH:37][N:36]=[C:35]3[C:31]=2[N:32]=[CH:33][NH:34]3)=[CH:24][C:23]2[C:18](=[C:19]([Cl:28])[CH:20]=[CH:21][CH:22]=2)[N:17]=1)[C:2]1[CH:3]=[CH:4][CH:5]=[CH:6][CH:7]=1. (4) Given the reactants [CH2:1]=[CH:2][CH2:3][CH2:4][CH2:5][CH2:6][CH2:7][CH3:8].[H][H].C=C.N[C@H](C=O)CCSC.FC1C([B-](C2C(F)=C(F)C(F)=C(F)C=2F)(C2C(F)=C(F)C(F)=C(F)C=2F)C2C(F)=C(F)C(F)=C(F)C=2F)=C(F)C(F)=C(F)C=1F.Cl, predict the reaction product. The product is: [CH2:1]=[CH2:2].[CH2:1]=[CH:2][CH2:3][CH2:4][CH2:5][CH2:6][CH2:7][CH3:8].